From a dataset of Forward reaction prediction with 1.9M reactions from USPTO patents (1976-2016). Predict the product of the given reaction. (1) Given the reactants [F:1][C:2]1[CH:7]=[C:6]([C:8]([F:11])([F:10])[F:9])[CH:5]=[CH:4][C:3]=1[CH:12]1[CH2:17][CH:16]([C:18]([OH:20])=O)[CH2:15][CH2:14][N:13]1[C:21]([O:23][CH3:24])=[O:22].N1(C(N2C=CN=C2)=O)C=CN=C1.[CH2:37]([O:39][C:40](=[O:45])[CH2:41]C([O-])=O)[CH3:38].[K+].[Cl-].[Mg+2].[Cl-].Cl, predict the reaction product. The product is: [CH2:37]([O:39][C:40](=[O:45])[CH2:41][C:18]([C@H:16]1[CH2:15][CH2:14][N:13]([C:21]([O:23][CH3:24])=[O:22])[C@@H:12]([C:3]2[CH:4]=[CH:5][C:6]([C:8]([F:11])([F:10])[F:9])=[CH:7][C:2]=2[F:1])[CH2:17]1)=[O:20])[CH3:38]. (2) Given the reactants [CH:1]([C:3]1[CH:11]=[CH:10][C:6]([C:7]([OH:9])=O)=[CH:5][CH:4]=1)=[O:2].ClCCl.CN([CH:18]=[O:19])C.C([N:23](C(C)C)CC)(C)C.[CH2:29]1C[O:32][CH2:31][CH2:30]1, predict the reaction product. The product is: [CH:1]([C:3]1[CH:4]=[CH:5][C:6]([C:7]([NH:23][CH2:29][CH2:30][C:31]([O:19][CH3:18])=[O:32])=[O:9])=[CH:10][CH:11]=1)=[O:2].